This data is from Retrosynthesis with 50K atom-mapped reactions and 10 reaction types from USPTO. The task is: Predict the reactants needed to synthesize the given product. (1) Given the product O=C(COc1ncc(C(=O)Nc2ccc(F)cc2)cn1)OCCC12CC3CC(CC(C3)C1)C2, predict the reactants needed to synthesize it. The reactants are: O=C(O)COc1ncc(C(=O)Nc2ccc(F)cc2)cn1.OCCC12CC3CC(CC(C3)C1)C2. (2) Given the product CC(C)CN(Cc1ccc(-c2cccc(S(C)(=O)=O)c2)s1)S(=O)(=O)c1cccc(Cl)c1F, predict the reactants needed to synthesize it. The reactants are: CC(C)CNCc1ccc(-c2cccc(S(C)(=O)=O)c2)s1.O=S(=O)(Cl)c1cccc(Cl)c1F. (3) Given the product CCC(C)c1c(Cl)nc(SC)nc1NCC(F)(F)F, predict the reactants needed to synthesize it. The reactants are: CCC(C)c1c(Cl)nc(SC)nc1N(CC(F)(F)F)C(=O)OC(C)(C)C. (4) Given the product Cc1nc(-n2ccc(OCc3ccc(F)cc3)cc2=O)sc1C(=O)NCc1cccnc1, predict the reactants needed to synthesize it. The reactants are: Cc1nc(-n2ccc(OCc3ccc(F)cc3)cc2=O)sc1C(=O)O.NCc1cccnc1. (5) Given the product COc1cc(OCc2csc(-c3ccccc3)n2)c2cc(-c3cn4nc(OC)sc4n3)oc2c1, predict the reactants needed to synthesize it. The reactants are: COc1cc(O)c2cc(-c3cn4nc(OC)sc4n3)oc2c1.OCc1csc(-c2ccccc2)n1. (6) Given the product O=C(NC1CCC(C(=O)O)CC1)OCc1ccccc1, predict the reactants needed to synthesize it. The reactants are: NC1CCC(C(=O)O)CC1.O=C(Cl)OCc1ccccc1. (7) Given the product C[C@@H](NC(=O)c1cc2ccccc2o1)c1ccc(C(=O)OC(C)(C)C)cc1, predict the reactants needed to synthesize it. The reactants are: C[C@@H](N)c1ccc(C(=O)OC(C)(C)C)cc1.O=C(O)c1cc2ccccc2o1. (8) Given the product Cc1ccc(Cn2ccc(NC(=O)c3c(F)cccc3F)n2)c(C(F)(F)F)c1, predict the reactants needed to synthesize it. The reactants are: C[Zn+].O=C(Nc1ccn(Cc2ccc(I)cc2C(F)(F)F)n1)c1c(F)cccc1F. (9) Given the product CC1Cc2ccccc2N1C(=O)c1ccccc1Oc1cc(Cl)ccc1Cl, predict the reactants needed to synthesize it. The reactants are: CC1Cc2ccccc2N1.O=C(O)c1ccccc1Oc1cc(Cl)ccc1Cl.